Dataset: Full USPTO retrosynthesis dataset with 1.9M reactions from patents (1976-2016). Task: Predict the reactants needed to synthesize the given product. (1) Given the product [CH3:58][C:21]1[CH:20]=[C:19](/[CH:18]=[CH:17]/[CH2:16][CH2:15][N:60]2[CH2:61][C:62]3([CH2:67][CH2:66][CH2:65][N:64]([C:68]([O:70][C:71]([CH3:74])([CH3:73])[CH3:72])=[O:69])[CH2:63]3)[CH2:59]2)[CH:24]=[CH:23][C:22]=1[CH2:25][C:26]1[C:27]([O:34][C@@H:35]2[O:52][C@H:51]([CH2:53][O:54][C:55](=[O:57])[CH3:56])[C@@H:46]([O:47][C:48](=[O:50])[CH3:49])[C@H:41]([O:42][C:43](=[O:45])[CH3:44])[C@H:36]2[O:37][C:38](=[O:40])[CH3:39])=[N:28][NH:29][C:30]=1[CH:31]([CH3:33])[CH3:32], predict the reactants needed to synthesize it. The reactants are: C(N(C(C)C)CC)(C)C.CS(O[CH2:15][CH2:16]/[CH:17]=[CH:18]/[C:19]1[CH:24]=[CH:23][C:22]([CH2:25][C:26]2[C:27]([O:34][C@@H:35]3[O:52][C@H:51]([CH2:53][O:54][C:55](=[O:57])[CH3:56])[C@@H:46]([O:47][C:48](=[O:50])[CH3:49])[C@H:41]([O:42][C:43](=[O:45])[CH3:44])[C@H:36]3[O:37][C:38](=[O:40])[CH3:39])=[N:28][NH:29][C:30]=2[CH:31]([CH3:33])[CH3:32])=[C:21]([CH3:58])[CH:20]=1)(=O)=O.[CH2:59]1[C:62]2([CH2:67][CH2:66][CH2:65][N:64]([C:68]([O:70][C:71]([CH3:74])([CH3:73])[CH3:72])=[O:69])[CH2:63]2)[CH2:61][NH:60]1. (2) Given the product [Cl:1][C:2]1[CH:3]=[C:4]([CH2:19][C:20]([OH:22])=[O:21])[CH:5]=[CH:6][C:7]=1[NH:8][C:9]([NH:11][C:12]1[CH:17]=[CH:16][CH:15]=[CH:14][C:13]=1[Cl:18])=[O:10], predict the reactants needed to synthesize it. The reactants are: [Cl:1][C:2]1[CH:3]=[C:4]([CH2:19][C:20]([O:22]C)=[O:21])[CH:5]=[CH:6][C:7]=1[NH:8][C:9]([NH:11][C:12]1[CH:17]=[CH:16][CH:15]=[CH:14][C:13]=1[Cl:18])=[O:10].[OH-].[Na+]. (3) Given the product [ClH:31].[CH3:1][O:2][C:3](=[O:30])/[CH:4]=[CH:5]/[C:6]1[CH:7]=[CH:8][C:9]2[O:26][C:13]3([CH2:18][CH2:17][NH:16][CH2:15][CH2:14]3)[N:12]([CH3:27])[C:11](=[O:28])[C:10]=2[CH:29]=1, predict the reactants needed to synthesize it. The reactants are: [CH3:1][O:2][C:3](=[O:30])/[CH:4]=[CH:5]/[C:6]1[CH:7]=[CH:8][C:9]2[O:26][C:13]3([CH2:18][CH2:17][N:16](C(OC(C)(C)C)=O)[CH2:15][CH2:14]3)[N:12]([CH3:27])[C:11](=[O:28])[C:10]=2[CH:29]=1.[ClH:31].